This data is from Catalyst prediction with 721,799 reactions and 888 catalyst types from USPTO. The task is: Predict which catalyst facilitates the given reaction. Product: [CH:7]1([NH:13][C:14]2[N:3]3[NH:4][CH:5]=[N:6][C:2]3=[N:1][C:21]=2[C:16]2[CH:17]=[CH:18][CH:19]=[CH:20][N:15]=2)[CH2:12][CH2:11][CH2:10][CH2:9][CH2:8]1. Reactant: [NH2:1][C:2]1[N:6]=[CH:5][NH:4][N:3]=1.[CH:7]1([N+:13]#[C-:14])[CH2:12][CH2:11][CH2:10][CH2:9][CH2:8]1.[N:15]1[CH:20]=[CH:19][CH:18]=[CH:17][C:16]=1[CH:21]=O. The catalyst class is: 519.